Dataset: Forward reaction prediction with 1.9M reactions from USPTO patents (1976-2016). Task: Predict the product of the given reaction. (1) Given the reactants [Cl:1][C:2]1[CH:33]=[CH:32][C:5]([O:6][C:7]2[CH:31]=[CH:30][C:10]([C:11]([NH:13][CH:14]([CH2:18][C:19]3[CH:24]=[CH:23][C:22]([O:25][C:26]([F:29])([F:28])[F:27])=[CH:21][CH:20]=3)[C:15]([OH:17])=O)=[O:12])=[CH:9][CH:8]=2)=[CH:4][CH:3]=1.[NH2:34][CH2:35][CH2:36][OH:37], predict the reaction product. The product is: [Cl:1][C:2]1[CH:3]=[CH:4][C:5]([O:6][C:7]2[CH:31]=[CH:30][C:10]([C:11]([NH:13][CH:14]([CH2:18][C:19]3[CH:20]=[CH:21][C:22]([O:25][C:26]([F:27])([F:29])[F:28])=[CH:23][CH:24]=3)[C:15]([NH:34][CH2:35][CH2:36][OH:37])=[O:17])=[O:12])=[CH:9][CH:8]=2)=[CH:32][CH:33]=1. (2) Given the reactants [Cl:1][C:2]1[C:7]([C:8]2[CH:13]=[CH:12][CH:11]=[CH:10][CH:9]=2)=[N:6][N:5]=[C:4]2[N:14]([CH2:23][CH3:24])[N:15]=[C:16]([C:17]3[CH:22]=[CH:21][CH:20]=[CH:19][CH:18]=3)[C:3]=12.Cl.Cl.C(NN)[C:28]1[CH:33]=[CH:32]C=[CH:30][CH:29]=1, predict the reaction product. The product is: [CH2:23]([N:14]1[C:4]2=[N:5][N:6]=[C:7]([C:8]3[CH:9]=[CH:10][CH:11]=[CH:12][CH:13]=3)[C:2]([Cl:1])=[C:3]2[C:16]([C:17]2[CH:18]=[CH:19][CH:20]=[CH:21][CH:22]=2)=[N:15]1)[C:24]1[CH:32]=[CH:33][CH:28]=[CH:29][CH:30]=1. (3) Given the reactants [F:1][C:2]1[CH:3]=[C:4]([C:21]([O:23][CH3:24])=[O:22])[C:5]2[O:9][C:8]([C:10]3C=[CH:14][C:13]([CH2:16][N:17](C)[CH3:18])=[CH:12][CH:11]=3)=[CH:7][C:6]=2[CH:20]=1.C[NH:26]CC1C=NC(C#C)=CC=1.FC1C=C(C(OC)=O)C(O)=C(I)C=1, predict the reaction product. The product is: [F:1][C:2]1[CH:3]=[C:4]([C:21]([O:23][CH3:24])=[O:22])[C:5]2[O:9][C:8]([C:10]3[CH:11]=[CH:12][C:13]([CH2:16][NH:17][CH3:18])=[CH:14][N:26]=3)=[CH:7][C:6]=2[CH:20]=1. (4) Given the reactants [CH2:1]([O:3][C:4]([C:6]1([CH3:27])[CH2:11][CH2:10][N:9]([C:12]2[CH2:26][C:15]3([CH2:18][N:17](C(OC(C)(C)C)=O)[CH2:16]3)[O:14][N:13]=2)[CH2:8][CH2:7]1)=[O:5])[CH3:2].[CH:28]1([C:31]2[CH:36]=[C:35]([CH:37]=O)[CH:34]=[C:33]([O:39][CH2:40][CH2:41][CH2:42][O:43][CH3:44])[C:32]=2[C:45]2[CH:50]=[CH:49][C:48]([F:51])=[CH:47][CH:46]=2)[CH2:30][CH2:29]1, predict the reaction product. The product is: [CH:28]1([C:31]2[CH:36]=[C:35]([CH2:37][N:17]3[CH2:16][C:15]4([CH2:26][C:12]([N:9]5[CH2:8][CH2:7][C:6]([CH3:27])([C:4]([O:3][CH2:1][CH3:2])=[O:5])[CH2:11][CH2:10]5)=[N:13][O:14]4)[CH2:18]3)[CH:34]=[C:33]([O:39][CH2:40][CH2:41][CH2:42][O:43][CH3:44])[C:32]=2[C:45]2[CH:50]=[CH:49][C:48]([F:51])=[CH:47][CH:46]=2)[CH2:29][CH2:30]1. (5) Given the reactants C([S:4][CH:5]1[CH2:8][N:7]([C:9]2[S:10][CH:11]=[C:12]([C:14](=[O:29])[NH:15][C@H:16]([CH2:20][O:21][Si:22]([C:25]([CH3:28])([CH3:27])[CH3:26])([CH3:24])[CH3:23])[CH:17]([CH3:19])[CH3:18])[N:13]=2)[CH2:6]1)(=O)C.C(O)(=O)C.NN.C1(P(O[C:51]2[C@H:52]([CH3:75])[C@H:53]3[C@@H:70]([C@H:71]([OH:73])[CH3:72])[C:69](=[O:74])[N:54]3[C:55]=2[C:56]([O:58][CH2:59][C:60]2[CH:65]=[CH:64][C:63]([N+:66]([O-:68])=[O:67])=[CH:62][CH:61]=2)=[O:57])(C2C=CC=CC=2)=O)C=CC=CC=1.C(N(C(C)C)CC)(C)C.C(=O)([O-])O.[Na+], predict the reaction product. The product is: [Si:22]([O:21][CH2:20][C@@H:16]([NH:15][C:14]([C:12]1[N:13]=[C:9]([N:7]2[CH2:8][CH:5]([S:4][C:51]3[C@H:52]([CH3:75])[C@@H:53]4[C@@H:70]([C@H:71]([OH:73])[CH3:72])[C:69](=[O:74])[N:54]4[C:55]=3[C:56]([O:58][CH2:59][C:60]3[CH:61]=[CH:62][C:63]([N+:66]([O-:68])=[O:67])=[CH:64][CH:65]=3)=[O:57])[CH2:6]2)[S:10][CH:11]=1)=[O:29])[CH:17]([CH3:19])[CH3:18])([C:25]([CH3:27])([CH3:28])[CH3:26])([CH3:23])[CH3:24].